From a dataset of Forward reaction prediction with 1.9M reactions from USPTO patents (1976-2016). Predict the product of the given reaction. (1) Given the reactants [NH2:1][C:2]1[CH:3]=[CH:4][C:5]([CH3:29])=[C:6]([NH:8][C:9](=[O:28])[N:10]([C:12]2[CH:17]=[C:16]([NH:18][C:19]3[CH:24]=[CH:23][CH:22]=[C:21]([N:25]([CH3:27])[CH3:26])[CH:20]=3)[N:15]=[CH:14][N:13]=2)[CH3:11])[CH:7]=1.[F:30][C:31]([F:42])([F:41])[C:32]1[CH:33]=[C:34]([CH:38]=[CH:39][CH:40]=1)[C:35](Cl)=[O:36].CC[N:45](C(C)C)C(C)C, predict the reaction product. The product is: [CH3:26][N:25]([CH3:27])[C:21]1[CH:20]=[C:19]([NH:18][C:16]2[N:15]=[CH:14][N:13]=[C:12]([N:10]([CH3:11])[C:9](=[O:28])[NH:8][C:6]3[CH:7]=[C:2]([C:33]4[C:32]([C:31]([F:42])([F:41])[F:30])=[CH:40][CH:39]=[CH:38][C:34]=4[C:35]([NH2:45])=[O:36])[CH:3]=[CH:4][C:5]=3[CH3:29])[CH:17]=2)[CH:24]=[CH:23][CH:22]=1.[CH3:26][N:25]([CH3:27])[C:21]1[CH:20]=[C:19]([NH:18][C:16]2[N:15]=[CH:14][N:13]=[C:12]([N:10]([CH3:11])[C:9](=[O:28])[NH:8][C:6]3[CH:7]=[C:2]([NH:1][C:35](=[O:36])[C:34]4[CH:38]=[CH:39][CH:40]=[C:32]([C:31]([F:30])([F:41])[F:42])[CH:33]=4)[CH:3]=[CH:4][C:5]=3[CH3:29])[CH:17]=2)[CH:24]=[CH:23][CH:22]=1. (2) Given the reactants C1C[C@H](C(O)=O)CC[C@H]1CN.[CH3:12][CH:13]([CH3:33])[C:14]([O:16][C@H:17]([O:19][C:20]([NH:22][CH2:23][C@H:24]1[CH2:29][CH2:28][C@H:27]([C:30]([OH:32])=[O:31])[CH2:26][CH2:25]1)=[O:21])[CH3:18])=[O:15].C(=O)(O)[O-].[Na+:38].C(#N)C, predict the reaction product. The product is: [CH3:12][CH:13]([CH3:33])[C:14]([O:16][C@H:17]([O:19][C:20]([NH:22][CH2:23][C@H:24]1[CH2:25][CH2:26][C@H:27]([C:30]([O-:32])=[O:31])[CH2:28][CH2:29]1)=[O:21])[CH3:18])=[O:15].[Na+:38]. (3) Given the reactants I[C:2]1[CH:3]=[C:4]([NH:8][S:9]([CH3:12])(=[O:11])=[O:10])[CH:5]=[CH:6][CH:7]=1.[OH:13][C:14]1[C:26]([C:27]([F:30])([F:29])[F:28])=[CH:25][CH:24]=[C:23]([CH2:31][O:32][C:33]2[CH:38]=[CH:37][C:36](B3OC(C)(C)C(C)(C)O3)=[CH:35][CH:34]=2)[C:15]=1[C:16]([O:18][C:19]([CH3:22])([CH3:21])[CH3:20])=[O:17], predict the reaction product. The product is: [OH:13][C:14]1[C:26]([C:27]([F:29])([F:30])[F:28])=[CH:25][CH:24]=[C:23]([CH2:31][O:32][C:33]2[CH:38]=[CH:37][C:36]([C:2]3[CH:7]=[CH:6][CH:5]=[C:4]([NH:8][S:9]([CH3:12])(=[O:11])=[O:10])[CH:3]=3)=[CH:35][CH:34]=2)[C:15]=1[C:16]([O:18][C:19]([CH3:22])([CH3:20])[CH3:21])=[O:17]. (4) The product is: [F:21][C:19]1([F:22])[O:18][C:17]2[CH:23]=[CH:24][C:14]([C:11]3([C:9]([NH:8][C:6]4[CH:5]=[CH:4][C:3]([CH3:25])=[C:2]([C:32]5[CH:33]=[CH:34][CH:35]=[C:30]([C:28](=[O:29])[C:27]([F:46])([F:45])[F:26])[CH:31]=5)[N:7]=4)=[O:10])[CH2:13][CH2:12]3)=[CH:15][C:16]=2[O:20]1. Given the reactants Cl[C:2]1[N:7]=[C:6]([NH:8][C:9]([C:11]2([C:14]3[CH:24]=[CH:23][C:17]4[O:18][C:19]([F:22])([F:21])[O:20][C:16]=4[CH:15]=3)[CH2:13][CH2:12]2)=[O:10])[CH:5]=[CH:4][C:3]=1[CH3:25].[F:26][C:27]([F:46])([F:45])[C:28]([C:30]1[CH:35]=[CH:34][CH:33]=[C:32](B2OC(C)(C)C(C)(C)O2)[CH:31]=1)=[O:29].C(=O)([O-])[O-].[Na+].[Na+], predict the reaction product. (5) The product is: [CH2:22]([N:21]1[C:20]2[CH:27]=[CH:28][CH:29]=[CH:30][C:19]=2[N:18]=[C:17]1[CH2:16][N:5]1[C:4](=[O:13])[C:1]2([CH2:3][CH2:2]2)[O:8][C:7]2[CH:9]=[CH:10][CH:11]=[CH:12][C:6]1=2)[CH2:23][CH:24]([CH3:26])[CH3:25]. Given the reactants [C:1]12([O:8][C:7]3[CH:9]=[CH:10][CH:11]=[CH:12][C:6]=3[NH:5][C:4]1=[O:13])[CH2:3][CH2:2]2.Cl.Cl[CH2:16][C:17]1[N:21]([CH2:22][CH2:23][CH:24]([CH3:26])[CH3:25])[C:20]2[CH:27]=[CH:28][CH:29]=[CH:30][C:19]=2[N:18]=1, predict the reaction product.